This data is from Reaction yield outcomes from USPTO patents with 853,638 reactions. The task is: Predict the reaction yield, written as a fraction of the theoretical maximum amount of product (1.0 means a 100% yield; for example, 0.34 means a 34% yield). The reactants are [CH3:1][O:2][C:3]1[CH:12]=[C:11]2[C:6]([CH2:7][CH2:8][CH2:9][C:10]2([CH3:14])[CH3:13])=[CH:5][C:4]=1[CH3:15].C(O)(=[O:18])C. The catalyst is O. The product is [CH3:1][O:2][C:3]1[CH:12]=[C:11]2[C:6](=[CH:5][C:4]=1[CH3:15])[C:7](=[O:18])[CH2:8][CH2:9][C:10]2([CH3:13])[CH3:14]. The yield is 0.720.